The task is: Predict the product of the given reaction.. This data is from Forward reaction prediction with 1.9M reactions from USPTO patents (1976-2016). (1) Given the reactants [F:1][C:2]([F:19])([F:18])[C:3]1[CH:4]=[C:5]([S:9]([CH:12]2[CH2:15][CH:14]([CH2:16][OH:17])[CH2:13]2)(=[O:11])=[O:10])[CH:6]=[CH:7][CH:8]=1.[CH3:20][S:21](Cl)(=[O:23])=[O:22], predict the reaction product. The product is: [CH3:20][S:21]([O:17][CH2:16][CH:14]1[CH2:13][CH:12]([S:9]([C:5]2[CH:6]=[CH:7][CH:8]=[C:3]([C:2]([F:18])([F:1])[F:19])[CH:4]=2)(=[O:11])=[O:10])[CH2:15]1)(=[O:23])=[O:22]. (2) Given the reactants [NH2:1][C:2]1[CH:7]=[CH:6][C:5]([N+:8]([O-:10])=[O:9])=[CH:4][C:3]=1[OH:11].[F-].[K+].Br[CH:15]([F:21])[C:16](OCC)=[O:17], predict the reaction product. The product is: [F:21][CH:15]1[C:16](=[O:17])[NH:1][C:2]2[CH:7]=[CH:6][C:5]([N+:8]([O-:10])=[O:9])=[CH:4][C:3]=2[O:11]1. (3) Given the reactants CS[C:3]1[N:8]=[CH:7][C:6]([C:9]2[O:13][C:12]([C:14]3[CH:19]=[CH:18][N:17]=[CH:16][CH:15]=3)=[C:11]([C:20]3[CH:21]=[C:22]4[C:26](=[CH:27][CH:28]=3)[C:25](=[O:29])[CH2:24][CH2:23]4)[CH:10]=2)=[CH:5][N:4]=1.Cl.OO.[S:33]([O-:37])([O-])(=[O:35])=S.[Na+].[Na+].[C:40](=O)([O-])O.[Na+], predict the reaction product. The product is: [CH3:40][S:33]([C:3]1[N:4]=[CH:5][C:6]([C:9]2[O:13][C:12]([C:14]3[CH:15]=[CH:16][N:17]=[CH:18][CH:19]=3)=[C:11]([C:20]3[CH:21]=[C:22]4[C:26](=[CH:27][CH:28]=3)[C:25](=[O:29])[CH2:24][CH2:23]4)[CH:10]=2)=[CH:7][N:8]=1)(=[O:37])=[O:35]. (4) Given the reactants [Cl:1][C:2]1[N:7]=[CH:6][C:5]([CH2:8][N:9]([CH2:17][CH2:18][CH:19]([OH:31])[CH:20]2[C:24](N3CCCC3)=[CH:23][C:22](=[O:30])[O:21]2)C(=O)OC(C)(C)C)=[CH:4][CH:3]=1, predict the reaction product. The product is: [Cl:1][C:2]1[N:7]=[CH:6][C:5]([CH2:8][N:9]2[CH2:17][CH2:18][CH:19]([OH:31])[CH:20]3[O:21][C:22](=[O:30])[CH:23]=[C:24]23)=[CH:4][CH:3]=1.